This data is from Catalyst prediction with 721,799 reactions and 888 catalyst types from USPTO. The task is: Predict which catalyst facilitates the given reaction. (1) Reactant: CC(C)([O-])C.[Na+].[Cl:7][C:8]1[N:9]([CH2:16][CH2:17][C@@H:18]([OH:31])[CH2:19][O:20]S(C2C=CC(C)=CC=2)(=O)=O)[CH:10]=[C:11]([N+:13]([O-:15])=[O:14])[N:12]=1.[F:32][C:33]([S:36][C:37]1[CH:56]=[CH:55][C:40]([CH2:41][CH:42]2[CH2:47][CH2:46][N:45]([C:48]3[CH:53]=[CH:52][C:51](O)=[CH:50][CH:49]=3)[CH2:44][CH2:43]2)=[CH:39][CH:38]=1)([F:35])[F:34].P([O-])([O-])([O-])=O.[K+].[K+].[K+]. Product: [Cl:7][C:8]1[N:9]([CH2:16][CH2:17][C@@H:18]([OH:31])[CH2:19][O:20][C:51]2[CH:50]=[CH:49][C:48]([N:45]3[CH2:46][CH2:47][CH:42]([CH2:41][C:40]4[CH:39]=[CH:38][C:37]([S:36][C:33]([F:32])([F:34])[F:35])=[CH:56][CH:55]=4)[CH2:43][CH2:44]3)=[CH:53][CH:52]=2)[CH:10]=[C:11]([N+:13]([O-:15])=[O:14])[N:12]=1. The catalyst class is: 97. (2) Reactant: [Br:1][C:2]1[CH:11]=[CH:10][C:5]([C:6]([NH:8][OH:9])=[NH:7])=[CH:4][CH:3]=1.[C:12](OC(=O)C)(=O)[CH3:13]. Product: [Br:1][C:2]1[CH:11]=[CH:10][C:5]([C:6]2[N:7]=[C:12]([CH3:13])[O:9][N:8]=2)=[CH:4][CH:3]=1. The catalyst class is: 26. (3) Product: [CH:2]([C:3]1[C:4]([C:8]2[CH:15]=[CH:14][C:11]([C:12]#[N:13])=[CH:10][CH:9]=2)=[N:5][S:6][N:7]=1)=[O:1]. The catalyst class is: 704. Reactant: [OH:1][CH2:2][C:3]1[C:4]([C:8]2[CH:15]=[CH:14][C:11]([C:12]#[N:13])=[CH:10][CH:9]=2)=[N:5][S:6][N:7]=1. (4) Reactant: [Br:1][C:2]1[CH:3]=[C:4]2[C:9](=[CH:10][CH:11]=1)[C:8]([CH2:12][N:13]1[C:19]3[CH:20]=[CH:21][CH:22]=[CH:23][C:18]=3[N:17]([C:24](=[O:73])[C:25]3[CH:30]=[CH:29][C:28]([C:31]([N:33]4[C:39]5[CH:40]=[CH:41][CH:42]=[CH:43][C:38]=5[N:37]([CH2:44][C:45]5[C:54]6[C:49](=[CH:50][C:51]([Br:55])=[CH:52][CH:53]=6)[CH:48]=[CH:47][C:46]=5[O:56][CH3:57])[C:36](=[O:58])[C@@H:35]([NH:59][C:60](=[O:72])[C@@H:61]([N:63](C(OC(C)(C)C)=O)[CH3:64])[CH3:62])[CH2:34]4)=[O:32])=[CH:27][CH:26]=3)[CH2:16][C@H:15]([NH:74][C:75](=[O:87])[C@@H:76]([N:78](C)[C:79](=O)OC(C)(C)C)[CH3:77])[C:14]1=[O:88])=[C:7]([O:89][CH3:90])[CH:6]=[CH:5]2.C([Cl:94])(=O)C. Product: [ClH:94].[ClH:94].[Br:55][C:51]1[CH:50]=[C:49]2[C:54](=[CH:53][CH:52]=1)[C:45]([CH2:44][N:37]1[C:38]3[CH:43]=[CH:42][CH:41]=[CH:40][C:39]=3[N:33]([C:31](=[O:32])[C:28]3[CH:27]=[CH:26][C:25]([C:24]([N:17]4[C:18]5[CH:23]=[CH:22][CH:21]=[CH:20][C:19]=5[N:13]([CH2:12][C:8]5[C:9]6[C:4](=[CH:3][C:2]([Br:1])=[CH:11][CH:10]=6)[CH:5]=[CH:6][C:7]=5[O:89][CH3:90])[C:14](=[O:88])[C@@H:15]([NH:74][C:75](=[O:87])[C@@H:76]([NH:78][CH3:79])[CH3:77])[CH2:16]4)=[O:73])=[CH:30][CH:29]=3)[CH2:34][C@H:35]([NH:59][C:60](=[O:72])[C@@H:61]([NH:63][CH3:64])[CH3:62])[C:36]1=[O:58])=[C:46]([O:56][CH3:57])[CH:47]=[CH:48]2. The catalyst class is: 5. (5) Reactant: [CH2:1]([S:3](Cl)(=[O:5])=[O:4])[CH3:2].C([N:9](CC)CC)C.[N:14]1([CH2:19][CH2:20][CH2:21][O:22][C:23]2[CH:28]=[CH:27][C:26]([C:29]3([CH2:35][NH:36][CH2:37][CH3:38])[CH2:34][CH2:33][O:32][CH2:31][CH2:30]3)=[CH:25][CH:24]=2)[CH2:18][CH2:17][CH2:16][CH2:15]1. Product: [NH3:9].[CH2:37]([N:36]([CH2:35][C:29]1([C:26]2[CH:25]=[CH:24][C:23]([O:22][CH2:21][CH2:20][CH2:19][N:14]3[CH2:18][CH2:17][CH2:16][CH2:15]3)=[CH:28][CH:27]=2)[CH2:34][CH2:33][O:32][CH2:31][CH2:30]1)[S:3]([CH2:1][CH3:2])(=[O:5])=[O:4])[CH3:38]. The catalyst class is: 4. (6) Reactant: ClC(Cl)(Cl)[C:3]([C:5]1[N:14]2[C:8]([CH2:9][N:10]([C:19]([C:21]3[CH:26]=[CH:25][C:24]([C:27]4[C:32]([CH3:33])=[CH:31][CH:30]=[CH:29][C:28]=4[CH3:34])=[C:23]([CH3:35])[CH:22]=3)=[O:20])[C:11]3[CH:18]=[CH:17][CH:16]=[CH:15][C:12]=3[CH2:13]2)=[CH:7][CH:6]=1)=[O:4].[CH3:38][C:39]1[O:43][N:42]=[C:41]([CH2:44][NH2:45])[CH:40]=1.CS(C)=O.C(N(CC)CC)C. Product: [CH3:38][C:39]1[O:43][N:42]=[C:41]([CH2:44][NH:45][C:3]([C:5]2[N:14]3[C:8]([CH2:9][N:10]([C:19]([C:21]4[CH:26]=[CH:25][C:24]([C:27]5[C:28]([CH3:34])=[CH:29][CH:30]=[CH:31][C:32]=5[CH3:33])=[C:23]([CH3:35])[CH:22]=4)=[O:20])[C:11]4[CH:18]=[CH:17][CH:16]=[CH:15][C:12]=4[CH2:13]3)=[CH:7][CH:6]=2)=[O:4])[CH:40]=1. The catalyst class is: 10. (7) Product: [Cl:12][C:13]1[CH:18]=[CH:17][CH:16]=[CH:15][C:14]=1[CH2:19][C:20]1[N:7]([CH2:6][CH2:5][CH2:4][N:3]([CH2:1][CH3:2])[CH2:10][CH3:11])[C:8](=[S:9])[NH:23][N:22]=1. Reactant: [CH2:1]([N:3]([CH2:10][CH3:11])[CH2:4][CH2:5][CH2:6][N:7]=[C:8]=[S:9])[CH3:2].[Cl:12][C:13]1[CH:18]=[CH:17][CH:16]=[CH:15][C:14]=1[CH2:19][C:20]([NH:22][NH2:23])=O. The catalyst class is: 32.